The task is: Predict the reactants needed to synthesize the given product.. This data is from Full USPTO retrosynthesis dataset with 1.9M reactions from patents (1976-2016). (1) The reactants are: Cl.[F:2][C:3]1[CH:8]=[CH:7][C:6](/[CH:9]=[CH:10]/[C:11]2[CH:16]=[CH:15][C:14]([S:17]([C:20]3[CH:21]=[C:22]([NH2:26])[CH:23]=[CH:24][CH:25]=3)(=[O:19])=[O:18])=[CH:13][CH:12]=2)=[CH:5][CH:4]=1.[O-:27][C:28]#[N:29].[K+].[C:31]([OH:34])(=[O:33])[CH3:32]. Given the product [C:31]([O:34][CH2:24][CH3:25])(=[O:33])[CH3:32].[CH3:3][CH2:4][CH2:5][CH:6]([CH3:9])[CH3:7].[F:2][C:3]1[CH:4]=[CH:5][C:6](/[CH:9]=[CH:10]/[C:11]2[CH:12]=[CH:13][C:14]([S:17]([C:20]3[CH:21]=[C:22]([NH:26][C:28]([NH2:29])=[O:27])[CH:23]=[CH:24][CH:25]=3)(=[O:19])=[O:18])=[CH:15][CH:16]=2)=[CH:7][CH:8]=1, predict the reactants needed to synthesize it. (2) Given the product [C:1]([N:5]1[CH:10]=[CH:9][CH:8]([C:22]2[C:21]3[C:25](=[CH:26][CH:27]=[C:19]([O:18][CH2:11][C:12]4[CH:13]=[CH:14][CH:15]=[CH:16][CH:17]=4)[CH:20]=3)[NH:24][CH:23]=2)[CH:7]=[CH:6]1)(=[O:3])[CH3:2], predict the reactants needed to synthesize it. The reactants are: [C:1](Cl)(=[O:3])[CH3:2].[N:5]1[CH:10]=[CH:9][CH:8]=[CH:7][CH:6]=1.[CH2:11]([O:18][C:19]1[CH:20]=[C:21]2[C:25](=[CH:26][CH:27]=1)[NH:24][CH:23]=[CH:22]2)[C:12]1[CH:17]=[CH:16][CH:15]=[CH:14][CH:13]=1.O.